From a dataset of Retrosynthesis with 50K atom-mapped reactions and 10 reaction types from USPTO. Predict the reactants needed to synthesize the given product. (1) Given the product O=C(c1ccc(-c2ccc(F)cc2)cc1)N1CCC(CC2CC2)(C(=O)O)CC1, predict the reactants needed to synthesize it. The reactants are: CCOC(=O)C1(CC2CC2)CCN(C(=O)c2ccc(-c3ccc(F)cc3)cc2)CC1. (2) Given the product Cn1cc(-c2ccccc2)cc1C(=O)O, predict the reactants needed to synthesize it. The reactants are: COC(=O)c1cc(-c2ccccc2)cn1C. (3) The reactants are: CC(C)(C)OC(=O)N1CCC(N)CC1.Nc1nc(Cl)nc2cc3c(cc12)OCO3. Given the product CC(C)(C)OC(=O)N1CCC(Nc2nc(N)c3cc4c(cc3n2)OCO4)CC1, predict the reactants needed to synthesize it. (4) The reactants are: COc1cc(N2CCN(S(C)(=O)=O)CC2)ccc1N.COc1ccc(-c2nc3ccccn3c2-c2ccnc(Cl)n2)cc1C(=O)Nc1c(F)cccc1F. Given the product COc1cc(N2CCN(S(C)(=O)=O)CC2)ccc1Nc1nccc(-c2c(-c3ccc(OC)c(C(=O)Nc4c(F)cccc4F)c3)nc3ccccn23)n1, predict the reactants needed to synthesize it. (5) Given the product COCCOCCS(=O)(=O)c1ccc2nc(NC(=O)NC(=O)c3ccccc3Cl)sc2c1, predict the reactants needed to synthesize it. The reactants are: C=CS(=O)(=O)c1ccc2nc(NC(=O)NC(=O)c3ccccc3Cl)sc2c1.COCCO. (6) Given the product CC(C)(C)OC(=O)N1CCC(CCN2CCN(c3cccc(C(=O)O)c3)CC2)CC1, predict the reactants needed to synthesize it. The reactants are: CCOC(=O)c1cccc(N2CCN(CCC3CCN(C(=O)OC(C)(C)C)CC3)CC2)c1. (7) Given the product COCCN(C)c1ccc(Br)cc1C=O, predict the reactants needed to synthesize it. The reactants are: CNCCOC.O=Cc1cc(Br)ccc1F. (8) Given the product Nc1ccc(C(=O)NCc2cc3ccc(O)cc3o2)c(N)n1, predict the reactants needed to synthesize it. The reactants are: Nc1ccc(C(=O)NCc2cc3ccc(OCc4ccccc4)cc3o2)c(N)n1.